This data is from Catalyst prediction with 721,799 reactions and 888 catalyst types from USPTO. The task is: Predict which catalyst facilitates the given reaction. Reactant: [Br:1][C:2]1[N:7]=[C:6]([C:8]2[CH:13]=[CH:12][CH:11]=[C:10]([C:14]([OH:16])=[O:15])[N:9]=2)[CH:5]=[CH:4][CH:3]=1.[CH3:17]O. Product: [Br:1][C:2]1[N:7]=[C:6]([C:8]2[CH:13]=[CH:12][CH:11]=[C:10]([C:14]([O:16][CH3:17])=[O:15])[N:9]=2)[CH:5]=[CH:4][CH:3]=1. The catalyst class is: 65.